From a dataset of Catalyst prediction with 721,799 reactions and 888 catalyst types from USPTO. Predict which catalyst facilitates the given reaction. Reactant: [Cl:1][C:2]1[CH:3]=[C:4]([C@H:9]([O:23][C:24](=[O:42])[NH:25][C:26]2[CH:27]=[C:28]3[C:32](=[CH:33][CH:34]=2)[N:31](C(OC(C)(C)C)=O)[N:30]=[CH:29]3)[C@@H:10]2[CH2:15][CH2:14][CH2:13][CH2:12][N:11]2C(OC(C)(C)C)=O)[CH:5]=[CH:6][C:7]=1[Cl:8].Cl.O1CCOCC1. Product: [NH:31]1[C:32]2[C:28](=[CH:27][C:26]([NH:25][C:24](=[O:42])[O:23][C@@H:9]([C:4]3[CH:5]=[CH:6][C:7]([Cl:8])=[C:2]([Cl:1])[CH:3]=3)[C@@H:10]3[CH2:15][CH2:14][CH2:13][CH2:12][NH:11]3)=[CH:34][CH:33]=2)[CH:29]=[N:30]1. The catalyst class is: 740.